Predict the product of the given reaction. From a dataset of Forward reaction prediction with 1.9M reactions from USPTO patents (1976-2016). Given the reactants [CH3:1][C:2]1[CH:3]=[C:4]([C:17]2[N:21]([CH:22]3[CH2:27][CH2:26][CH2:25][CH2:24][O:23]3)[CH:20]=[N:19][N:18]=2)[CH:5]=[CH:6][C:7]=1B1OC(C)(C)C(C)(C)O1.Br[C:29]1[N:30]=[C:31]2[N:38]([CH2:39][CH2:40][CH:41]3[CH2:46][CH2:45][O:44][CH2:43][CH2:42]3)[C:37]([CH3:48])([CH3:47])[C:36](=[O:49])[NH:35][C:32]2=[N:33][CH:34]=1.ClCCl.C(=O)([O-])[O-].[Na+].[Na+].O, predict the reaction product. The product is: [CH3:47][C:37]1([CH3:48])[C:36](=[O:49])[NH:35][C:32]2=[N:33][CH:34]=[C:29]([C:7]3[CH:6]=[CH:5][C:4]([C:17]4[N:21]([CH:22]5[CH2:27][CH2:26][CH2:25][CH2:24][O:23]5)[CH:20]=[N:19][N:18]=4)=[CH:3][C:2]=3[CH3:1])[N:30]=[C:31]2[N:38]1[CH2:39][CH2:40][CH:41]1[CH2:46][CH2:45][O:44][CH2:43][CH2:42]1.